Dataset: Reaction yield outcomes from USPTO patents with 853,638 reactions. Task: Predict the reaction yield, written as a fraction of the theoretical maximum amount of product (1.0 means a 100% yield; for example, 0.34 means a 34% yield). The reactants are [N+:1]([C:4]1[CH:9]=[CH:8][C:7]([O:10][C:11]2[CH:16]=[CH:15][C:14]([O:17][C:18]([F:21])([F:20])[F:19])=[CH:13][CH:12]=2)=[CH:6][CH:5]=1)([O-])=O. The catalyst is [Pt].C(O)C. The product is [F:19][C:18]([F:20])([F:21])[O:17][C:14]1[CH:13]=[CH:12][C:11]([O:10][C:7]2[CH:8]=[CH:9][C:4]([NH2:1])=[CH:5][CH:6]=2)=[CH:16][CH:15]=1. The yield is 0.939.